Dataset: Forward reaction prediction with 1.9M reactions from USPTO patents (1976-2016). Task: Predict the product of the given reaction. The product is: [CH3:18][O:19][CH2:20][C:2]1[N:6]([CH2:7][C:8]([O:10][CH2:11][CH3:12])=[O:9])[N:5]=[C:4]([C:13]([F:16])([F:15])[F:14])[CH:3]=1. Given the reactants Br[C:2]1[N:6]([CH2:7][C:8]([O:10][CH2:11][CH3:12])=[O:9])[N:5]=[C:4]([C:13]([F:16])([F:15])[F:14])[CH:3]=1.[B-](F)(F)(F)[CH2:18][O:19][CH3:20].[K+].C([O-])([O-])=O.[Cs+].[Cs+].C1(P(C2CCCCC2)C2C=CC=CC=2C2C(OC(C)C)=CC=CC=2OC(C)C)CCCCC1, predict the reaction product.